From a dataset of Forward reaction prediction with 1.9M reactions from USPTO patents (1976-2016). Predict the product of the given reaction. (1) Given the reactants [N+:1]([CH:4]1[CH2:9][CH2:8][CH2:7][CH:6]([CH2:10][C:11]([O:13][CH3:14])=[O:12])[CH2:5]1)([O-])=O.[CH2:15](N(CC)CC)[CH3:16].[Cl:22][C:23]1[CH:28]=[CH:27][CH:26]=[C:25]([F:29])[C:24]=1[C:30]1([C:36](Cl)=[O:37])[CH:34]=[C:33](C)[O:32]N1.C(Cl)(Cl)Cl, predict the reaction product. The product is: [Cl:22][C:23]1[CH:28]=[CH:27][CH:26]=[C:25]([F:29])[C:24]=1[C:30]1[C:34]([C:33]([NH:1][CH:4]2[CH2:9][CH2:8][CH2:7][CH:6]([CH2:10][C:11]([O:13][CH3:14])=[O:12])[CH2:5]2)=[O:32])=[C:15]([CH3:16])[O:37][CH:36]=1. (2) Given the reactants [CH2:1]([O:3][P:4]([CH2:9][C:10]1[CH:15]=[CH:14][C:13]([NH:16][C:17]2[N:22]=[C:21]([NH:23][C:24]3[CH:32]=[CH:31][C:30](Br)=[C:29]4[C:25]=3[C:26](=[O:35])[N:27]([CH3:34])[CH2:28]4)[C:20]([C:36]([F:39])([F:38])[F:37])=[CH:19][N:18]=2)=[C:12]([O:40][CH3:41])[CH:11]=1)(=[O:8])[O:5][CH2:6][CH3:7])[CH3:2].[C:42]([O:46][C:47](=[O:55])[CH2:48][N:49]1[CH2:54][CH2:53][NH:52][CH2:51][CH2:50]1)([CH3:45])([CH3:44])[CH3:43], predict the reaction product. The product is: [C:42]([O:46][C:47](=[O:55])[CH2:48][N:49]1[CH2:50][CH2:51][N:52]([C:30]2[CH:31]=[CH:32][C:24]([NH:23][C:21]3[C:20]([C:36]([F:37])([F:39])[F:38])=[CH:19][N:18]=[C:17]([NH:16][C:13]4[CH:14]=[CH:15][C:10]([CH2:9][P:4]([O:5][CH2:6][CH3:7])([O:3][CH2:1][CH3:2])=[O:8])=[CH:11][C:12]=4[O:40][CH3:41])[N:22]=3)=[C:25]3[C:29]=2[CH2:28][N:27]([CH3:34])[C:26]3=[O:35])[CH2:53][CH2:54]1)([CH3:45])([CH3:43])[CH3:44]. (3) Given the reactants C([O:5][C:6](=O)[CH2:7][C:8]1[N:16]2[C:11]([CH:12]=[CH:13][C:14]([CH2:17][N:18]([CH3:20])[CH3:19])=[CH:15]2)=[CH:10][C:9]=1[CH3:21])(C)(C)C.FC(F)(F)C(O)=O.C(C1NC=CN=1)(C1[NH:33]C=CN=1)=O, predict the reaction product. The product is: [CH3:19][N:18]([CH2:17][C:14]1[CH:13]=[CH:12][C:11]2[N:16]([C:8]([CH2:7][C:6]([NH2:33])=[O:5])=[C:9]([CH3:21])[CH:10]=2)[CH:15]=1)[CH3:20]. (4) Given the reactants [CH:1]1[C:10]2[C:5](=[CH:6][CH:7]=[CH:8][CH:9]=2)[CH:4]=[CH:3][N+:2]=1[O-].C(Cl)(Cl)[Cl:13].P(Cl)(Cl)(Cl)=O, predict the reaction product. The product is: [Cl:13][C:1]1[C:10]2[C:5](=[CH:6][CH:7]=[CH:8][CH:9]=2)[CH:4]=[CH:3][N:2]=1. (5) Given the reactants [I:1]N1C(=O)CCC1=O.[OH:9][C:10]1[N:17]=[CH:16][CH:15]=[CH:14][C:11]=1[C:12]#[N:13], predict the reaction product. The product is: [OH:9][C:10]1[N:17]=[CH:16][C:15]([I:1])=[CH:14][C:11]=1[C:12]#[N:13]. (6) Given the reactants C(N1C=C(C(=O)C=C(O)C(OC)=O)C(=O)N(CC2C=CC=CC=2)C1=O)C1C=CC=CC=1.[F:32][C:33]([F:70])([F:69])[C:34]1[CH:68]=[CH:67][C:37]([CH2:38][N:39]2[CH:44]=[C:43]([C:45](=[O:53])[CH:46]=[C:47]([OH:52])[C:48]([O:50]C)=[O:49])[C:42](=[O:54])[N:41]([CH2:55][C:56]3[CH:61]=[CH:60][C:59]([C:62]([F:65])([F:64])[F:63])=[CH:58][CH:57]=3)[C:40]2=[O:66])=[CH:36][CH:35]=1, predict the reaction product. The product is: [F:70][C:33]([F:32])([F:69])[C:34]1[CH:68]=[CH:67][C:37]([CH2:38][N:39]2[CH:44]=[C:43]([C:45](=[O:53])[CH:46]=[C:47]([OH:52])[C:48]([OH:50])=[O:49])[C:42](=[O:54])[N:41]([CH2:55][C:56]3[CH:61]=[CH:60][C:59]([C:62]([F:63])([F:64])[F:65])=[CH:58][CH:57]=3)[C:40]2=[O:66])=[CH:36][CH:35]=1. (7) Given the reactants [CH2:1]1[C@@H:5]2[CH:6]3[C:11](=[O:12])[O:10][C:8](=[O:9])[CH:7]3[C@H:2]1[CH:3]=[CH:4]2.C1(C)C=CC=CC=1.COC1C=CC2N=CC=C([C@@H](O)[C@H]3N4C[C@H](C=C)[C@@H](CC4)C3)C=2C=1.[CH3:44][OH:45], predict the reaction product. The product is: [CH3:44][O:45][C:11]([C@@H:6]1[C@@H:5]2[CH2:1][C@@H:2]([CH:3]=[CH:4]2)[C@@H:7]1[C:8]([OH:10])=[O:9])=[O:12].